Dataset: Reaction yield outcomes from USPTO patents with 853,638 reactions. Task: Predict the reaction yield, written as a fraction of the theoretical maximum amount of product (1.0 means a 100% yield; for example, 0.34 means a 34% yield). (1) The reactants are [F:1][C:2]([F:25])([F:24])[C:3]1[CH:23]=[CH:22][C:6]([O:7][CH2:8][C:9]2[NH:17][C:16]3[C:11](=[N:12][CH:13]=[CH:14][C:15]=3[C:18]([O:20]C)=[O:19])[CH:10]=2)=[CH:5][CH:4]=1. The catalyst is C(#N)C.O. The product is [F:25][C:2]([F:1])([F:24])[C:3]1[CH:23]=[CH:22][C:6]([O:7][CH2:8][C:9]2[NH:17][C:16]3[C:11](=[N:12][CH:13]=[CH:14][C:15]=3[C:18]([OH:20])=[O:19])[CH:10]=2)=[CH:5][CH:4]=1. The yield is 0.850. (2) The reactants are [Cl:1][C:2]1[CH:10]=[C:9]2[C:5]([C:6]([C:11](=[O:16])C(F)(F)F)=[CH:7][NH:8]2)=[CH:4][CH:3]=1.C(=O)([O-])[O-].[K+].[K+].Br[CH2:24][CH:25]1[CH2:27][CH2:26]1.[OH-:28].[Na+]. The catalyst is CN(C)C=O. The product is [Cl:1][C:2]1[CH:10]=[C:9]2[C:5]([C:6]([C:11]([OH:16])=[O:28])=[CH:7][N:8]2[CH2:24][CH:25]2[CH2:27][CH2:26]2)=[CH:4][CH:3]=1. The yield is 0.950. (3) The reactants are [CH:1]1[C:6]([CH:7]([OH:11])[C:8]([OH:10])=[O:9])=[CH:5][CH:4]=[C:3]([OH:12])[CH:2]=1.OS(O)(=O)=O.[CH3:18]O. No catalyst specified. The product is [CH3:18][O:9][C:8](=[O:10])[CH:7]([OH:11])[C:6]1[CH:5]=[CH:4][C:3]([OH:12])=[CH:2][CH:1]=1. The yield is 0.440.